From a dataset of Forward reaction prediction with 1.9M reactions from USPTO patents (1976-2016). Predict the product of the given reaction. (1) Given the reactants C(N(S(F)(F)[F:7])CC)C.[CH3:10][C:11]([C:21]1[CH:26]=[CH:25][N:24]2[C:27]([C:30]3[CH:35]=[CH:34][N:33]=[C:32]([C:36](O)([CH3:38])[CH3:37])[N:31]=3)=[CH:28][N:29]=[C:23]2[N:22]=1)([O:13][Si:14]([CH2:19][CH3:20])([CH2:17][CH3:18])[CH2:15][CH3:16])[CH3:12].O.C([O-])(O)=O.[Na+], predict the reaction product. The product is: [F:7][C:36]([C:32]1[N:31]=[C:30]([C:27]2[N:24]3[CH:25]=[CH:26][C:21]([C:11]([CH3:12])([O:13][Si:14]([CH2:19][CH3:20])([CH2:17][CH3:18])[CH2:15][CH3:16])[CH3:10])=[N:22][C:23]3=[N:29][CH:28]=2)[CH:35]=[CH:34][N:33]=1)([CH3:38])[CH3:37]. (2) Given the reactants [CH3:1][C:2]1[N:7]=[C:6]([C:8]([OH:10])=O)[C:5]([O:11][CH2:12][CH:13]([CH3:15])[CH3:14])=[CH:4][CH:3]=1.CN(C(ON1N=NC2C=CC=CC1=2)=[N+](C)C)C.[B-](F)(F)(F)F.CCN(C(C)C)C(C)C.[CH3:47][C:48]1[CH:53]=[CH:52][N:51]2[CH:54]=[C:55]([CH2:57][C@@H:58]3[CH2:63][CH2:62][CH2:61][CH2:60][NH:59]3)[N:56]=[C:50]2[C:49]=1[CH3:64], predict the reaction product. The product is: [CH3:47][C:48]1[CH:53]=[CH:52][N:51]2[CH:54]=[C:55]([CH2:57][C@@H:58]3[CH2:63][CH2:62][CH2:61][CH2:60][N:59]3[C:8]([C:6]3[C:5]([O:11][CH2:12][CH:13]([CH3:15])[CH3:14])=[CH:4][CH:3]=[C:2]([CH3:1])[N:7]=3)=[O:10])[N:56]=[C:50]2[C:49]=1[CH3:64]. (3) Given the reactants C[Si](C=[N+]=[N-])(C)C.[Br:8][C:9]1[C:10]([CH3:18])=[C:11]([CH:15]=[CH:16][CH:17]=1)[C:12]([OH:14])=[O:13].[CH3:19]O, predict the reaction product. The product is: [Br:8][C:9]1[C:10]([CH3:18])=[C:11]([CH:15]=[CH:16][CH:17]=1)[C:12]([O:14][CH3:19])=[O:13].